The task is: Binary Classification. Given a miRNA mature sequence and a target amino acid sequence, predict their likelihood of interaction.. This data is from Experimentally validated miRNA-target interactions with 360,000+ pairs, plus equal number of negative samples. (1) The miRNA is hsa-miR-6753-5p with sequence CACCAGGGCAGAGCAGGGCUGA. The protein sequence of the target gene is MEKFKAAMLLGSVGDALGYRNVCKENSTVGMKIQEELQRSGGLDHLVLSPGEWPVSDNTIMHIATAEALTTDYWCLDDLYREMVRCYVEIVEKLPERRPDPATIEGCAQLKPNNYLLAWHTPFNEKGSGFGAATKAMCIGLRYWKPERLETLIEVSVECGRMTHNHPTGFLGSLCTALFVSFAAQGKPLVQWGRDMLRAVPLAEEYCRKTIRHTAEYQEHWFYFEAKWQFYLEERKISKDSENKAIFPDNYDAEEREKTYRKWSSEGRGGRRGHDAPMIAYDALLAAGNSWTELCHRAMF.... Result: 0 (no interaction). (2) The miRNA is hsa-miR-378c with sequence ACUGGACUUGGAGUCAGAAGAGUGG. The protein sequence of the target gene is MTMFENVTRALARQLNPRGDLTPLDSLIDFKRFHPFCLVLRKRKSTLFWGARYVRTDYTLLDVLEPGSSPSDPTDTGNFGFKNMLDTRVEGDVDVPKTVKVKGTAGLSQNSTLEVQTLSVAPKALETVQERKLAADHPFLKEMQDQGENLYVVMEVVETVQEVTLERAGKAEACFSLPFFAPLGLQGSINHKEAVTIPKGCVLAFRVRQLMVKGKDEWDIPHICNDNMQTFPPGEKSGEEKVILIQASDVGDVHEGFRTLKEEVQRETQQVEKLSRVGQSSLLSSLSKLLGKKKELQDLE.... Result: 0 (no interaction). (3) Result: 0 (no interaction). The protein sequence of the target gene is MGEPQGSMRILVTGGSGLVGKAIQKVVADGAGLPGEDWVFVSSKDADLTDTAQTRALFEKVQPTHVIHLAAMVGGLFRNIKYNLDFWRKNVHMNDNVLHSAFEVGARKVVSCLSTCIFPDKTTYPIDETMIHNGPPHNSNFGYSYAKRMIDVQNRAYFQQYGCTFTAVIPTNVFGPHDNFNIEDGHVLPGLIHKVHLAKSSGSALTVWGTGNPRRQFIYSLDLAQLFIWVLREYNEVEPIILSVGEEDEVSIKEAAEAVVEAMDFHGEVTFDTTKSDGQFKKTASNSKLRTYLPDFRFTP.... The miRNA is hsa-miR-5571-5p with sequence CAAUUCUCAAAGGAGCCUCCC.